This data is from Catalyst prediction with 721,799 reactions and 888 catalyst types from USPTO. The task is: Predict which catalyst facilitates the given reaction. (1) Reactant: Cl[C:2]1[CH:7]=[CH:6][C:5]([C:8]2[C:9]([C:14]([F:17])([F:16])[F:15])=[N:10][N:11]([CH3:13])[CH:12]=2)=[CH:4][CH:3]=1.[B:18]1([B:18]2[O:22][C:21]([CH3:24])([CH3:23])[C:20]([CH3:26])([CH3:25])[O:19]2)[O:22][C:21]([CH3:24])([CH3:23])[C:20]([CH3:26])([CH3:25])[O:19]1.CC(C1C=C(C(C)C)C(C2C=CC=CC=2P(C2CCCCC2)C2CCCCC2)=C(C(C)C)C=1)C.C([O-])(=O)C.[K+]. Product: [CH3:13][N:11]1[CH:12]=[C:8]([C:5]2[CH:6]=[CH:7][C:2]([B:18]3[O:22][C:21]([CH3:24])([CH3:23])[C:20]([CH3:26])([CH3:25])[O:19]3)=[CH:3][CH:4]=2)[C:9]([C:14]([F:17])([F:16])[F:15])=[N:10]1. The catalyst class is: 62. (2) Product: [F:28][C:29]([F:42])([F:41])[S:30]([O:21][C:9]1[C:8]2[C:3]([O:2][CH3:1])=[N:4][CH:5]=[CH:6][C:7]=2[N:11]([CH2:12][C:13]2[CH:18]=[CH:17][C:16]([O:19][CH3:20])=[CH:15][CH:14]=2)[N:10]=1)(=[O:32])=[O:31]. The catalyst class is: 10. Reactant: [CH3:1][O:2][C:3]1[C:8]2[C:9](=[O:21])[NH:10][N:11]([CH2:12][C:13]3[CH:18]=[CH:17][C:16]([O:19][CH3:20])=[CH:15][CH:14]=3)[C:7]=2[CH:6]=[CH:5][N:4]=1.N1C=CC=CC=1.[F:28][C:29]([F:42])([F:41])[S:30](O[S:30]([C:29]([F:42])([F:41])[F:28])(=[O:32])=[O:31])(=[O:32])=[O:31].[Cl-].[NH4+]. (3) Reactant: [C:1]([O:5][C:6]([NH:8][C:9]1[C:18]([N+:19]([O-:21])=[O:20])=[CH:17][CH:16]=[CH:15][C:10]=1[C:11]([O:13][CH3:14])=[O:12])=[O:7])([CH3:4])([CH3:3])[CH3:2].CS(O[CH2:27][CH2:28][CH2:29][CH2:30][O:31][CH3:32])(=O)=O.C(=O)([O-])[O-].[K+].[K+]. Product: [C:1]([O:5][C:6]([N:8]([CH2:27][CH2:28][CH2:29][CH2:30][O:31][CH3:32])[C:9]1[C:18]([N+:19]([O-:21])=[O:20])=[CH:17][CH:16]=[CH:15][C:10]=1[C:11]([O:13][CH3:14])=[O:12])=[O:7])([CH3:4])([CH3:2])[CH3:3]. The catalyst class is: 3. (4) Reactant: [CH:1]1([C:4]2[O:8][C:7](=[O:9])[NH:6][C:5]=2[C:10]([O:12][CH3:13])=[O:11])[CH2:3][CH2:2]1.[H-].[Na+].CS(O[CH2:21][CH2:22][C:23]1[C:28]([Cl:29])=[CH:27][CH:26]=[CH:25][C:24]=1[Cl:30])(=O)=O. Product: [CH:1]1([C:4]2[O:8][C:7](=[O:9])[N:6]([CH2:21][CH2:22][C:23]3[C:28]([Cl:29])=[CH:27][CH:26]=[CH:25][C:24]=3[Cl:30])[C:5]=2[C:10]([O:12][CH3:13])=[O:11])[CH2:2][CH2:3]1. The catalyst class is: 18.